Dataset: Peptide-MHC class I binding affinity with 185,985 pairs from IEDB/IMGT. Task: Regression. Given a peptide amino acid sequence and an MHC pseudo amino acid sequence, predict their binding affinity value. This is MHC class I binding data. (1) The peptide sequence is FPHCLAFSYM. The MHC is HLA-B51:01 with pseudo-sequence HLA-B51:01. The binding affinity (normalized) is 0.614. (2) The binding affinity (normalized) is 1.00. The peptide sequence is TQWSLFFFV. The MHC is HLA-A02:06 with pseudo-sequence HLA-A02:06.